This data is from Forward reaction prediction with 1.9M reactions from USPTO patents (1976-2016). The task is: Predict the product of the given reaction. (1) The product is: [CH3:3][C:4]1([C:7]2[O:11][N:10]=[C:9]([NH2:20])[CH:8]=2)[CH2:6][CH2:5]1. Given the reactants [OH-].[Na+].[CH3:3][C:4]1([C:7](=[O:11])[CH2:8][C:9]#[N:10])[CH2:6][CH2:5]1.C(O)C.S(O)(O)(=O)=O.[NH2:20]O, predict the reaction product. (2) The product is: [C:1]1([C:24]2[CH:25]=[CH:26][CH:27]=[CH:28][CH:29]=2)[CH:2]=[CH:3][C:4]([O:7][CH2:8][CH2:9][CH2:10][C:11]2[CH:16]=[CH:15][C:14]([CH2:17][C@H:18]([O:22][CH3:23])[C:19]([OH:21])=[O:20])=[CH:13][CH:12]=2)=[CH:5][CH:6]=1. Given the reactants [C:1]1([C:24]2[CH:29]=[CH:28][CH:27]=[CH:26][CH:25]=2)[CH:6]=[CH:5][C:4]([O:7][CH2:8][C:9]#[C:10][C:11]2[CH:16]=[CH:15][C:14]([CH2:17][C@H:18]([O:22][CH3:23])[C:19]([OH:21])=[O:20])=[CH:13][CH:12]=2)=[CH:3][CH:2]=1.[H][H], predict the reaction product. (3) Given the reactants Cl.CN(C)CCCN=C=NCC.[Cl:13][C:14]1[CH:31]=[C:30]([F:32])[C:29]([N:33]2[C:38](=[O:39])[CH:37]=[C:36]([C:40]([F:43])([F:42])[F:41])[N:35]([CH3:44])[C:34]2=[O:45])=[CH:28][C:15]=1[O:16][C:17]1[C:18]([O:23][CH2:24][C:25](O)=[O:26])=[N:19][CH:20]=[CH:21][CH:22]=1.[CH3:46][O:47][NH2:48].C(N(CC)CC)C, predict the reaction product. The product is: [CH3:46][O:47][NH:48][C:25](=[O:26])[CH2:24][O:23][C:18]1[C:17]([O:16][C:15]2[CH:28]=[C:29]([N:33]3[C:38](=[O:39])[CH:37]=[C:36]([C:40]([F:41])([F:43])[F:42])[N:35]([CH3:44])[C:34]3=[O:45])[C:30]([F:32])=[CH:31][C:14]=2[Cl:13])=[CH:22][CH:21]=[CH:20][N:19]=1. (4) The product is: [Cl:11][C:9]1[CH:8]=[CH:7][C:6]([C:12]2[C:13]([C@@H:24]([NH:34][C:35](=[O:51])[CH2:36][N:37]3[C:41]4[C:42]([F:47])([F:46])[C@@H:43]5[CH2:45][C@@H:44]5[C:40]=4[C:39]([CH:48]([F:49])[F:50])=[N:38]3)[CH2:25][C:26]3[CH:27]=[C:28]([F:33])[CH:29]=[C:30]([F:32])[CH:31]=3)=[N:14][C:15]([C:18]#[C:19][C:20]([OH:23])([CH3:21])[CH3:22])=[CH:16][CH:17]=2)=[C:5]2[C:10]=1[C:2]([NH:1][C:54]([NH2:55])=[O:53])=[N:3][N:4]2[CH3:52]. Given the reactants [NH2:1][C:2]1[C:10]2[C:5](=[C:6]([C:12]3[C:13]([C@@H:24]([NH:34][C:35](=[O:51])[CH2:36][N:37]4[C:41]5[C:42]([F:47])([F:46])[C@@H:43]6[CH2:45][C@@H:44]6[C:40]=5[C:39]([CH:48]([F:50])[F:49])=[N:38]4)[CH2:25][C:26]4[CH:31]=[C:30]([F:32])[CH:29]=[C:28]([F:33])[CH:27]=4)=[N:14][C:15]([C:18]#[C:19][C:20]([OH:23])([CH3:22])[CH3:21])=[CH:16][CH:17]=3)[CH:7]=[CH:8][C:9]=2[Cl:11])[N:4]([CH3:52])[N:3]=1.[O-:53][C:54]#[N:55].[K+], predict the reaction product.